Dataset: Reaction yield outcomes from USPTO patents with 853,638 reactions. Task: Predict the reaction yield, written as a fraction of the theoretical maximum amount of product (1.0 means a 100% yield; for example, 0.34 means a 34% yield). The reactants are [CH3:1][O:2][C:3]1[CH:4]=[C:5]2[C:10](=[CH:11][C:12]=1[O:13][CH3:14])[N:9]=[CH:8][N:7]=[C:6]2[O:15][C:16]1[CH:17]=[C:18]([CH:20]=[CH:21][CH:22]=1)[NH2:19].[F:23][C:24]([C:27]1[CH:31]=[C:30]([NH:32][C:33](=O)[O:34]C2C=CC=CC=2)[N:29]([C:42]2[CH:47]=[CH:46][CH:45]=[CH:44][CH:43]=2)[N:28]=1)([F:26])[CH3:25]. The catalyst is C1COCC1.CN(C1C=CN=CC=1)C. The product is [F:23][C:24]([C:27]1[CH:31]=[C:30]([NH:32][C:33]([NH:19][C:18]2[CH:20]=[CH:21][CH:22]=[C:16]([O:15][C:6]3[C:5]4[C:10](=[CH:11][C:12]([O:13][CH3:14])=[C:3]([O:2][CH3:1])[CH:4]=4)[N:9]=[CH:8][N:7]=3)[CH:17]=2)=[O:34])[N:29]([C:42]2[CH:47]=[CH:46][CH:45]=[CH:44][CH:43]=2)[N:28]=1)([F:26])[CH3:25]. The yield is 0.620.